From a dataset of Full USPTO retrosynthesis dataset with 1.9M reactions from patents (1976-2016). Predict the reactants needed to synthesize the given product. (1) Given the product [NH2:31][C:30]1[NH:1][CH2:2][C:3]2[CH:4]=[C:5]([C:6]([NH:8][C@H:9]3[CH2:10][C:11]4[CH:19]=[CH:18][CH:17]=[C:13]([C:14]([OH:16])=[O:15])[C:12]=4[O:20][B:21]3[OH:23])=[O:7])[CH:24]=[CH:25][C:26]=2[CH2:27][N:28]=1, predict the reactants needed to synthesize it. The reactants are: [NH2:1][CH2:2][C:3]1[CH:4]=[C:5]([CH:24]=[CH:25][C:26]=1[CH2:27][NH2:28])[C:6]([NH:8][C@H:9]([B:21]([OH:23])O)[CH2:10][C:11]1[C:12]([OH:20])=[C:13]([CH:17]=[CH:18][CH:19]=1)[C:14]([OH:16])=[O:15])=[O:7].Br[C:30]#[N:31]. (2) Given the product [CH3:8][C:3]1[C:2]([NH:1][C:15](=[O:17])[CH3:16])=[CH:7][CH:6]=[CH:5][N:4]=1, predict the reactants needed to synthesize it. The reactants are: [NH2:1][C:2]1[C:3]([CH3:8])=[N:4][CH:5]=[CH:6][CH:7]=1.N1C=CC=CC=1.[C:15](OC(=O)C)(=[O:17])[CH3:16]. (3) Given the product [C:26]([OH:29])(=[O:28])[CH3:27].[F:23][C:5]([F:4])([C:19]([F:20])([F:21])[F:22])[CH2:6][CH2:7][N:8]1[C:12]2=[N:13][CH:14]=[CH:15][CH:16]=[C:11]2[C:10]([C:17](=[NH:25])[NH2:18])=[N:9]1, predict the reactants needed to synthesize it. The reactants are: C[O-].[Na+].[F:4][C:5]([F:23])([C:19]([F:22])([F:21])[F:20])[CH2:6][CH2:7][N:8]1[C:12]2=[N:13][CH:14]=[CH:15][CH:16]=[C:11]2[C:10]([C:17]#[N:18])=[N:9]1.[Cl-].[NH4+:25].[C:26]([OH:29])(=[O:28])[CH3:27]. (4) Given the product [NH:20]([C:2]1[CH:7]=[C:6]([O:8][C:9]2[C:10]([C:16]([O:18][CH3:19])=[O:17])=[N:11][C:12]([CH3:15])=[CH:13][CH:14]=2)[CH:5]=[CH:4][N:3]=1)[C:21]1[CH:26]=[CH:25][CH:24]=[CH:23][CH:22]=1, predict the reactants needed to synthesize it. The reactants are: Cl[C:2]1[CH:7]=[C:6]([O:8][C:9]2[C:10]([C:16]([O:18][CH3:19])=[O:17])=[N:11][C:12]([CH3:15])=[CH:13][CH:14]=2)[CH:5]=[CH:4][N:3]=1.[NH2:20][C:21]1[CH:26]=[CH:25][CH:24]=[CH:23][CH:22]=1.C([O-])([O-])=O.[Cs+].[Cs+].CC1(C)C2C(=C(P(C3C=CC=CC=3)C3C=CC=CC=3)C=CC=2)OC2C(P(C3C=CC=CC=3)C3C=CC=CC=3)=CC=CC1=2. (5) Given the product [C:1]1([C@@:7]2([CH2:19][CH2:20][NH:21][C:29](=[O:30])[O:31][C:32]([CH3:35])([CH3:34])[CH3:33])[CH2:9][C@H:8]2[CH2:10][O:11][CH2:12][C:13]2[CH:18]=[CH:17][CH:16]=[CH:15][CH:14]=2)[CH:2]=[CH:3][CH:4]=[CH:5][CH:6]=1, predict the reactants needed to synthesize it. The reactants are: [C:1]1([C@@:7]2([CH2:19][CH2:20][NH2:21])[CH2:9][C@H:8]2[CH2:10][O:11][CH2:12][C:13]2[CH:18]=[CH:17][CH:16]=[CH:15][CH:14]=2)[CH:6]=[CH:5][CH:4]=[CH:3][CH:2]=1.C(N(CC)CC)C.[C:29](O[C:29]([O:31][C:32]([CH3:35])([CH3:34])[CH3:33])=[O:30])([O:31][C:32]([CH3:35])([CH3:34])[CH3:33])=[O:30]. (6) Given the product [O:1]1[C:6]2[CH:7]=[CH:8][C:9]([C:11]([C:13]3[CH:18]=[CH:17][C:16]([O:19][CH3:20])=[CH:15][CH:14]=3)=[O:12])=[CH:10][C:5]=2[O:4][CH2:3][CH2:2]1, predict the reactants needed to synthesize it. The reactants are: [O:1]1[C:6]2[CH:7]=[CH:8][C:9]([CH:11]([C:13]3[CH:18]=[CH:17][C:16]([O:19][CH3:20])=[CH:15][CH:14]=3)[OH:12])=[CH:10][C:5]=2[O:4][CH2:3][CH2:2]1. (7) Given the product [OH2:13].[NH2:1][C:2]1[CH:3]=[CH:4][C:5]([NH:8][C:9](=[O:15])/[CH:10]=[CH:11]\[C:12]([O-:14])=[O:13])=[CH:6][CH:7]=1.[NH4+:17], predict the reactants needed to synthesize it. The reactants are: [NH2:1][C:2]1[CH:7]=[CH:6][C:5]([NH:8][C:9](=[O:15])/[CH:10]=[CH:11]\[C:12]([OH:14])=[O:13])=[CH:4][CH:3]=1.O.[NH3:17]. (8) Given the product [C:10]1([CH3:9])[CH:18]=[C:17]([CH3:19])[CH:16]=[C:15]([CH3:20])[C:11]=1[C:12]1[NH:7][C:2]2[CH:3]=[CH:4][CH:5]=[CH:6][C:1]=2[N:8]=1, predict the reactants needed to synthesize it. The reactants are: [C:1]1([NH2:8])[CH:6]=[CH:5][CH:4]=[CH:3][C:2]=1[NH2:7].[CH3:9][C:10]1[CH:18]=[C:17]([CH3:19])[CH:16]=[C:15]([CH3:20])[C:11]=1[C:12](O)=O. (9) Given the product [CH:11]([C:8]1[CH:9]=[C:10]2[C:5](=[CH:6][CH:7]=1)[N:4]([CH2:13][CH2:14][CH2:15][NH:16][C:17](=[O:23])[O:18][C:19]([CH3:22])([CH3:21])[CH3:20])[CH:3]=[C:2]2[C:30]1[CH:29]=[CH:28][C:27]([O:26][C:25]([F:24])([F:36])[F:37])=[CH:32][CH:31]=1)=[O:12], predict the reactants needed to synthesize it. The reactants are: Br[C:2]1[C:10]2[C:5](=[CH:6][CH:7]=[C:8]([CH:11]=[O:12])[CH:9]=2)[N:4]([CH2:13][CH2:14][CH2:15][NH:16][C:17](=[O:23])[O:18][C:19]([CH3:22])([CH3:21])[CH3:20])[CH:3]=1.[F:24][C:25]([F:37])([F:36])[O:26][C:27]1[CH:32]=[CH:31][C:30](B(O)O)=[CH:29][CH:28]=1.C(=O)([O-])[O-].[K+].[K+].